From a dataset of Peptide-MHC class I binding affinity with 185,985 pairs from IEDB/IMGT. Regression. Given a peptide amino acid sequence and an MHC pseudo amino acid sequence, predict their binding affinity value. This is MHC class I binding data. (1) The peptide sequence is RAFRNLNVT. The MHC is HLA-B15:01 with pseudo-sequence HLA-B15:01. The binding affinity (normalized) is 0. (2) The peptide sequence is LIENELMNY. The MHC is HLA-A26:01 with pseudo-sequence HLA-A26:01. The binding affinity (normalized) is 0.498. (3) The peptide sequence is RAIEAQQHL. The MHC is BoLA-HD6 with pseudo-sequence BoLA-HD6. The binding affinity (normalized) is 0.470. (4) The peptide sequence is LLYFILFFVA. The MHC is HLA-A02:03 with pseudo-sequence HLA-A02:03. The binding affinity (normalized) is 0.219. (5) The peptide sequence is VLDTTLYAV. The binding affinity (normalized) is 1.00. The MHC is HLA-A02:01 with pseudo-sequence HLA-A02:01. (6) The peptide sequence is NTDDFPLTL. The MHC is HLA-C04:01 with pseudo-sequence HLA-C04:01. The binding affinity (normalized) is 0.0847. (7) The peptide sequence is FLPDTRFAV. The MHC is HLA-A02:06 with pseudo-sequence HLA-A02:06. The binding affinity (normalized) is 0.777. (8) The peptide sequence is KTFDSEYVK. The MHC is HLA-A11:01 with pseudo-sequence HLA-A11:01. The binding affinity (normalized) is 0.543. (9) The peptide sequence is AYIDNYNKF. The MHC is Mamu-B17 with pseudo-sequence Mamu-B17. The binding affinity (normalized) is 0. (10) The MHC is HLA-A69:01 with pseudo-sequence HLA-A69:01. The peptide sequence is SLLRGLIFY. The binding affinity (normalized) is 0.0847.